From a dataset of Forward reaction prediction with 1.9M reactions from USPTO patents (1976-2016). Predict the product of the given reaction. Given the reactants C([C:3]1[CH:7]=[CH:6][O:5][C:4]=1[CH:8]=[O:9])=O.[NH:10]1[C:18]2[C:13](=[CH:14][CH:15]=[CH:16][CH:17]=2)[CH2:12][C:11]1=O.N1CCCC[CH2:21]1, predict the reaction product. The product is: [NH:10]1[C:18]2[C:13](=[CH:14][CH:15]=[CH:16][CH:17]=2)/[C:12](=[CH:21]\[C:6]2[O:5][C:4]([CH:8]=[O:9])=[CH:3][CH:7]=2)/[CH2:11]1.